Dataset: Experimentally validated miRNA-target interactions with 360,000+ pairs, plus equal number of negative samples. Task: Binary Classification. Given a miRNA mature sequence and a target amino acid sequence, predict their likelihood of interaction. (1) Result: 0 (no interaction). The protein sequence of the target gene is MSLLFSRCNSIVTVKKNKRHMAEVNASPLKHFVTAKKKINGIFEQLGAYIQESATFLEDTYRNAELDPVTTEEQVLDVKGYLSKVRGISEVLARRHMKVAFFGRTSNGKSTVINAMLWDKVLPSGIGHTTNCFLRVEGTDGHEAFLLTEGSEEKRSAKTVNQLAHALHQDKQLHAGSLVSVMWPNSKCPLLKDDLVLMDSPGIDVTTELDSWIDKFCLDADVFVLVANSESTLMQTEKHFFHKVSERLSRPNIFILNNRWDASASEPEYMEEVRRQHMERCTSFLVDELGVVDRSQAGDR.... The miRNA is hsa-miR-8067 with sequence CCUAGAAACUGUAAACUUAGUC. (2) The miRNA is hsa-let-7c-5p with sequence UGAGGUAGUAGGUUGUAUGGUU. The protein sequence of the target gene is MSALEWYAHKSLGDGIFWIQERFYESGNRANIWLVRGSEQDVVIDTGLGLRSLPEYLYSSGLLQDREAKEDAARRPLLAVATHVHFDHSGGLYQFDRVAVHHAEAEALARGDNFETVTWLSDSEVVRTPSPGWRARQFRVQAVQPTLILQDGDVINLGDRQLTVMHMPGHSRGSICLHDKDRKILFSGDVVYDGSLIDWLPYSRISDYVGTCERLIELVDRGLVEKVLPGHFNTFGAERLFRLASNYISKAGICHKVSTFAMRSLASLALRVTNSRTSP. Result: 0 (no interaction). (3) The miRNA is rno-miR-93-5p with sequence CAAAGUGCUGUUCGUGCAGGUAG. The protein sequence of the target gene is MAAMAVGGAGGSRVSSGRDLNCVPEIADTLGAVAKQGFDFLCMPVFHPRFKREFIQEPAKNRPGPQTRSDLLLSGRDWNTLIVGKLSPWIHPDSKVEKIRRNSEAAMLQELNFGAYLGLPAFLLPLNQEDNTNLARVLTNHIHTGHHSSMFWMRVPLVAPEDLRDDVIANAPTTHTEEYSGEEKTWMWWHNFRTLCDYSKRIAVALEIGADLPSNHVIDRWLGEPIKAAILPTSIFLTNKKGFPVLSKVQQRLIFRLLKLEVQFIITGTNHHSEKEFCSYLQYLEYLSQNRPPPNAYELF.... Result: 0 (no interaction). (4) The miRNA is hsa-miR-4433a-3p with sequence ACAGGAGUGGGGGUGGGACAU. The protein sequence of the target gene is MKFGCLSFRQPYAGFVLNGIKTVETRWRPLLSSQRNCTIAVHIAHRDWEGDACRELLVERLGMTPAQIQALLRKGEKFGRGVIAGLVDIGETLQCPEDLTPDEVVELENQAALTNLKQKYLTVISNPRWLLEPIPRKGGKDVFQVDIPEHLIPLGHEV. Result: 0 (no interaction). (5) The miRNA is mmu-miR-669m-3p with sequence AUAUACAUCCACACAAACAUAU. The protein sequence of the target gene is MRSIRSFANDDRHVMVKHSTIYPSPEELEAVQNMVSTVECALKHVSDWLDETNKGTKPEGETEVKKDEAVENYSKDQGGRTLCGVMRIGLVAKGLLIKDDMDLELVLMCKDKPTETLLNTVKDNLPIQIQKLTEEKYQVEQCINEASIIIRNTKEPTLTLKVILTSPLIRDELEKKDGENVMMKDPPDLLDRQKCLNALASLRHAKWFQARANGLKSCVIVLRILRDLCNRVPTWAPLKGWPLELICEKSIGTCNRPLGAGEALRRVMECLASGILLPGGPGLHDPCERDPTDALSYMTT.... Result: 1 (interaction). (6) The miRNA is hsa-miR-4793-5p with sequence ACAUCCUGCUCCACAGGGCAGAGG. The protein sequence of the target gene is MGGLRPWSRYGLLVVAHLLALGLGAVVFQALEGPPACRLQAELRAELAAFQAEHRACLPPGALEELLGTALATQAHGVSTLGNSSEGRTWDLPSALLFAASILTTTGYGHMAPLSPGGKAFCMVYAALGLPASLALVATLRHCLLPVLSRPRAWVAVHWQLSPARAALLQAVALGLLVASSFVLLPALVLWGLQGDCSLLGAVYFCFSSLSTIGLEDLLPGRGRSLHPVIYHLGQLALLGYLLLGLLAMLLAVETFSELPQVRAMGKFFRPSGPVTAEDQGGILGQDELALSTLPPAAPA.... Result: 0 (no interaction). (7) The miRNA is hsa-miR-9-5p with sequence UCUUUGGUUAUCUAGCUGUAUGA. The protein sequence of the target gene is MELITILEKTVSPDRLELEAAQKFLERAAVENLPTFLVELSRVLANPGNSQVARVAAGLQIKNSLTSKDPDIKAQYQQRWLAIDANARREVKNYVLQTLGTETYRPSSASQCVAGIACAEIPVNQWPELIPQLVANVTNPNSTEHMKESTLEAIGYICQDIDPEQLQDKSNEILTAIIQGMRKEEPSNNVKLAATNALLNSLEFTKANFDKESERHFIMQVVCEATQCPDTRVRVAALQNLVKIMSLYYQYMETYMGPALFAITIEAMKSDIDEVALQGIEFWSNVCDEEMDLAIEASEA.... Result: 1 (interaction).